Dataset: Full USPTO retrosynthesis dataset with 1.9M reactions from patents (1976-2016). Task: Predict the reactants needed to synthesize the given product. (1) Given the product [NH2:10][C:7]1[CH:8]=[CH:9][C:2]([N:13]([CH2:17][CH2:18][OH:19])[CH2:14][CH2:15][OH:16])=[C:3]([CH:6]=1)[C:4]#[N:5], predict the reactants needed to synthesize it. The reactants are: Cl[C:2]1[CH:9]=[CH:8][C:7]([N+:10]([O-])=O)=[CH:6][C:3]=1[C:4]#[N:5].[NH:13]([CH2:17][CH2:18][OH:19])[CH2:14][CH2:15][OH:16]. (2) Given the product [CH3:27][O:28][C:29]1[CH:30]=[C:31]([C:32]([C:34]2[CH:39]=[CH:38][C:37]([CH3:40])=[CH:36][CH:35]=2)=[CH:54][C:55]#[N:56])[CH:41]=[CH:42][C:43]=1[O:44][CH3:45], predict the reactants needed to synthesize it. The reactants are: COC1C=C(C(C2C=CC(OC)=C(OC)C=2)=CC(OC)=O)C=CC=1OC.[CH3:27][O:28][C:29]1[CH:30]=[C:31]([CH:41]=[CH:42][C:43]=1[O:44][CH3:45])[C:32]([C:34]1[CH:39]=[CH:38][C:37]([CH3:40])=[CH:36][CH:35]=1)=O.C(OP([CH2:54][C:55]#[N:56])(=O)OCC)C.C[Si](C)(C)[N-][Si](C)(C)C.[Li+].